From a dataset of Catalyst prediction with 721,799 reactions and 888 catalyst types from USPTO. Predict which catalyst facilitates the given reaction. (1) Reactant: Cl[C:2]1[N:7]=[CH:6][N:5]=[C:4]([NH:8][C:9]2[N:13]([CH3:14])[N:12]=[CH:11][CH:10]=2)[N:3]=1.[O:15]1[CH2:20][CH2:19][CH:18]([O:21][C:22]2[CH:29]=[CH:28][C:27](B3OC(C)(C)C(C)(C)O3)=[CH:26][C:23]=2[C:24]#[N:25])[CH2:17][CH2:16]1.C1(P(C2C=CC=CC=2)C2C=CC=CC=2)C=CC=CC=1.C(=O)([O-])[O-].[Na+].[Na+]. Product: [CH3:14][N:13]1[C:9]([NH:8][C:4]2[N:5]=[CH:6][N:7]=[C:2]([C:27]3[CH:28]=[CH:29][C:22]([O:21][CH:18]4[CH2:19][CH2:20][O:15][CH2:16][CH2:17]4)=[C:23]([CH:26]=3)[C:24]#[N:25])[N:3]=2)=[CH:10][CH:11]=[N:12]1. The catalyst class is: 848. (2) Reactant: [C:1]([C:3]1[C:4]([N:15]2[CH2:20][CH2:19][CH:18]([CH2:21][C:22](O)=[O:23])[CH2:17][CH2:16]2)=[N:5][C:6]([CH3:14])=[C:7]([C:9]([O:11][CH2:12][CH3:13])=[O:10])[CH:8]=1)#[N:2].CCN=C=NCCCN(C)C.C1C=CC2N(O)N=NC=2C=1.[CH2:46]([NH2:53])[C:47]1[CH:52]=[CH:51][CH:50]=[CH:49][CH:48]=1.CCN(C(C)C)C(C)C. Product: [CH2:46]([NH:53][C:22](=[O:23])[CH2:21][CH:18]1[CH2:17][CH2:16][N:15]([C:4]2[C:3]([C:1]#[N:2])=[CH:8][C:7]([C:9]([O:11][CH2:12][CH3:13])=[O:10])=[C:6]([CH3:14])[N:5]=2)[CH2:20][CH2:19]1)[C:47]1[CH:52]=[CH:51][CH:50]=[CH:49][CH:48]=1. The catalyst class is: 91. (3) Reactant: Cl[C:2]1[N:7]=[C:6]([Cl:8])[N:5]=[C:4]([O:9][CH2:10][C:11]2[CH:16]=[CH:15][C:14]([O:17][CH3:18])=[CH:13][CH:12]=2)[N:3]=1.[C:19]([NH2:28])([C:22]1[CH:27]=[CH:26][CH:25]=[CH:24][CH:23]=1)([CH3:21])[CH3:20].CCN(C(C)C)C(C)C. Product: [Cl:8][C:6]1[N:5]=[C:4]([O:9][CH2:10][C:11]2[CH:16]=[CH:15][C:14]([O:17][CH3:18])=[CH:13][CH:12]=2)[N:3]=[C:2]([NH:28][C:19]([CH3:21])([C:22]2[CH:27]=[CH:26][CH:25]=[CH:24][CH:23]=2)[CH3:20])[N:7]=1. The catalyst class is: 20. (4) Reactant: [Br:1][C:2]1[CH:3]=[C:4]([CH2:17]O)[C:5]([N:8]([CH:11]2[CH2:16][CH2:15][CH2:14][CH2:13][CH2:12]2)[CH2:9][CH3:10])=[N:6][CH:7]=1.O=S(Cl)[Cl:21]. Product: [Br:1][C:2]1[CH:3]=[C:4]([CH2:17][Cl:21])[C:5]([N:8]([CH:11]2[CH2:16][CH2:15][CH2:14][CH2:13][CH2:12]2)[CH2:9][CH3:10])=[N:6][CH:7]=1. The catalyst class is: 39. (5) Reactant: [OH:1][C:2]1[CH:3]=[C:4]([CH:14]=[C:15]([O:17][C@H:18]2[CH2:22][CH2:21][O:20][CH2:19]2)[CH:16]=1)[C:5]([NH:7][C:8]1[CH:12]=[CH:11][N:10]([CH3:13])[N:9]=1)=[O:6].[N:23]1([C:27]([C:29]2[CH:34]=[N:33][C:32](Cl)=[CH:31][N:30]=2)=[O:28])[CH2:26][CH2:25][CH2:24]1.C(=O)([O-])[O-].[Cs+].[Cs+]. Product: [N:23]1([C:27]([C:29]2[N:30]=[CH:31][C:32]([O:1][C:2]3[CH:3]=[C:4]([CH:14]=[C:15]([O:17][C@H:18]4[CH2:22][CH2:21][O:20][CH2:19]4)[CH:16]=3)[C:5]([NH:7][C:8]3[CH:12]=[CH:11][N:10]([CH3:13])[N:9]=3)=[O:6])=[N:33][CH:34]=2)=[O:28])[CH2:26][CH2:25][CH2:24]1. The catalyst class is: 10.